The task is: Predict the reactants needed to synthesize the given product.. This data is from Full USPTO retrosynthesis dataset with 1.9M reactions from patents (1976-2016). (1) Given the product [S:1]1[C:2]([CH2:19][CH2:18][N:17]([CH3:21])[CH3:16])=[CH:3][C:4]2[CH:9]=[CH:8][CH:7]=[CH:6][C:5]1=2, predict the reactants needed to synthesize it. The reactants are: [S:1]1[C:5]2[CH:6]=[CH:7][CH:8]=[CH:9][C:4]=2[CH:3]=[CH:2]1.[Li]CCCC.Br.[CH3:16][N:17]([CH3:21])[CH2:18][CH2:19]Br. (2) Given the product [IH:26].[NH2:1][CH2:4][CH2:5][NH:6][C:7]1[C:8]([C:12]2[N:16]([C:17]3[CH:22]=[CH:21][C:20]([F:23])=[C:19]([Br:24])[CH:18]=3)[C:15](=[O:25])[O:14][N:13]=2)=[N:9][O:10][N:11]=1, predict the reactants needed to synthesize it. The reactants are: [N:1]([CH2:4][CH2:5][NH:6][C:7]1[C:8]([C:12]2[N:16]([C:17]3[CH:22]=[CH:21][C:20]([F:23])=[C:19]([Br:24])[CH:18]=3)[C:15](=[O:25])[O:14][N:13]=2)=[N:9][O:10][N:11]=1)=[N+]=[N-].[I-:26].[Na+].Cl[Si](C)(C)C.S([O-])([O-])(=O)=S.[Na+].[Na+].